Dataset: Full USPTO retrosynthesis dataset with 1.9M reactions from patents (1976-2016). Task: Predict the reactants needed to synthesize the given product. (1) The reactants are: [Cl:1][C:2]1[C:3]([C:8]2[CH:9]=[C:10]3[C:14](=[CH:15][CH:16]=2)[N:13]([CH2:17][CH3:18])[N:12]=[C:11]3[NH:19][C:20]([NH2:22])=[S:21])=[N:4][CH:5]=[CH:6][CH:7]=1.Br[CH2:24][CH:25](OCC)OCC.C(=O)([O-])O.[Na+]. Given the product [Cl:1][C:2]1[C:3]([C:8]2[CH:9]=[C:10]3[C:14](=[CH:15][CH:16]=2)[N:13]([CH2:17][CH3:18])[N:12]=[C:11]3[NH:19][C:20]2[S:21][CH:24]=[CH:25][N:22]=2)=[N:4][CH:5]=[CH:6][CH:7]=1, predict the reactants needed to synthesize it. (2) The reactants are: [C:1]([NH:4][C:5]1[C:10]([F:11])=[CH:9][C:8]([Cl:12])=[CH:7][N:6]=1)(=[O:3])[CH3:2].[CH:13](N1CCOCC1)=[O:14]. Given the product [C:1]([NH:4][C:5]1[C:10]([F:11])=[C:9]([CH:13]=[O:14])[C:8]([Cl:12])=[CH:7][N:6]=1)(=[O:3])[CH3:2], predict the reactants needed to synthesize it. (3) Given the product [CH2:27]([O:26][C:24]([C:23]1[CH:29]=[CH:30][C:20]([C:11]2[CH:10]=[CH:9][CH:8]=[CH:7][C:6]=2[CH3:4])=[CH:21][CH:22]=1)=[O:25])[CH3:28], predict the reactants needed to synthesize it. The reactants are: C(O[C:4]([C:6]1[CH:7]=[C:8]([C:9]2[CH:10]=[CH:11][C:6]([CH3:4])=[CH:7][CH:8]=2)[CH:9]=[CH:10][CH:11]=1)=O)C.I[C:20]1[CH:30]=[CH:29][C:23]([C:24]([O:26][CH2:27][CH3:28])=[O:25])=[CH:22][CH:21]=1.C1(C)C=CC=CC=1B(O)O.C(=O)([O-])[O-].[Na+].[Na+].C1(P(C2C=CC=CC=2)C2C=CC=CC=2)C=CC=CC=1. (4) Given the product [CH:13]([O:12][C:6]1[CH:5]=[CH:4][C:3]([C:1]#[N:2])=[CH:11][C:7]=1[C:8]([N:58]1[CH2:57][CH2:56][N:55]([C:52]2[CH:51]=[CH:50][C:49]([C:48]([F:61])([F:62])[F:47])=[CH:54][CH:53]=2)[CH2:60][CH2:59]1)=[O:10])([CH3:15])[CH3:14], predict the reactants needed to synthesize it. The reactants are: [C:1]([C:3]1[CH:4]=[CH:5][C:6]([O:12][CH:13]([CH3:15])[CH3:14])=[C:7]([CH:11]=1)[C:8]([OH:10])=O)#[N:2].CN(C(ON1N=NC2C=CC=CC1=2)=[N+](C)C)C.[B-](F)(F)(F)F.C(N(C(C)C)C(C)C)C.[F:47][C:48]([F:62])([F:61])[C:49]1[CH:54]=[CH:53][C:52]([N:55]2[CH2:60][CH2:59][NH:58][CH2:57][CH2:56]2)=[CH:51][CH:50]=1. (5) Given the product [NH2:12][C:10]1[CH:9]=[CH:8][C:5]([C:6]#[N:7])=[C:4]([O:3][CH2:1][CH3:2])[CH:11]=1, predict the reactants needed to synthesize it. The reactants are: [CH2:1]([O:3][C:4]1[CH:11]=[C:10]([N+:12]([O-])=O)[CH:9]=[CH:8][C:5]=1[C:6]#[N:7])[CH3:2].O.O.[Sn](Cl)Cl.C(=O)([O-])O.[Na+]. (6) The reactants are: Cl[CH2:2][C:3]([NH:5][C:6]1[CH:11]=[CH:10][C:9]([O:12][CH3:13])=[CH:8][CH:7]=1)=[O:4].[CH2:14]([CH:21]1[CH2:26][CH2:25][NH:24][CH2:23][CH2:22]1)[C:15]1[CH:20]=[CH:19][CH:18]=[CH:17][CH:16]=1. Given the product [CH2:14]([CH:21]1[CH2:26][CH2:25][N:24]([CH2:2][C:3]([NH:5][C:6]2[CH:11]=[CH:10][C:9]([O:12][CH3:13])=[CH:8][CH:7]=2)=[O:4])[CH2:23][CH2:22]1)[C:15]1[CH:20]=[CH:19][CH:18]=[CH:17][CH:16]=1, predict the reactants needed to synthesize it. (7) Given the product [Cl:1][C:2]1[CH:7]=[CH:6][C:5]([S:8]([N:11]([CH2:26][C:25]2[CH:28]=[CH:29][C:22]([Cl:21])=[CH:23][CH:24]=2)[CH2:12][C:13]2[CH:18]=[CH:17][C:16]([C:19]#[N:20])=[CH:15][CH:14]=2)(=[O:9])=[O:10])=[CH:4][CH:3]=1, predict the reactants needed to synthesize it. The reactants are: [Cl:1][C:2]1[CH:7]=[CH:6][C:5]([S:8]([NH:11][CH2:12][C:13]2[CH:18]=[CH:17][C:16]([C:19]#[N:20])=[CH:15][CH:14]=2)(=[O:10])=[O:9])=[CH:4][CH:3]=1.[Cl:21][C:22]1[CH:29]=[CH:28][C:25]([CH2:26]Br)=[CH:24][CH:23]=1. (8) Given the product [Br:16][C:13]1[CH:14]=[CH:15][C:10]([N:9]2[C:2]([CH3:1])=[CH:3][CH:4]=[C:5]2[CH3:6])=[N:11][CH:12]=1, predict the reactants needed to synthesize it. The reactants are: [CH3:1][C:2](=O)[CH2:3][CH2:4][C:5](=O)[CH3:6].[NH2:9][C:10]1[CH:15]=[CH:14][C:13]([Br:16])=[CH:12][N:11]=1. (9) Given the product [Si:33]([O:32][CH2:31][CH2:30][CH2:29][N:7]1[CH2:8][CH2:9][N:5]([CH2:4][CH2:3][CH2:2][OH:1])[C:6]1=[C:10]([S:13]([C:16]1[CH:21]=[CH:20][CH:19]=[CH:18][CH:17]=1)(=[O:15])=[O:14])[C:11]#[N:12])([C:36]([CH3:39])([CH3:38])[CH3:37])([CH3:35])[CH3:34], predict the reactants needed to synthesize it. The reactants are: [OH:1][CH2:2][CH2:3][CH2:4][N:5]1[CH2:9][CH2:8][NH:7][C:6]1=[C:10]([S:13]([C:16]1[CH:21]=[CH:20][CH:19]=[CH:18][CH:17]=1)(=[O:15])=[O:14])[C:11]#[N:12].C(=O)([O-])[O-].[K+].[K+].Br[CH2:29][CH2:30][CH2:31][O:32][Si:33]([C:36]([CH3:39])([CH3:38])[CH3:37])([CH3:35])[CH3:34].[I-].[Na+].